From a dataset of Full USPTO retrosynthesis dataset with 1.9M reactions from patents (1976-2016). Predict the reactants needed to synthesize the given product. (1) The reactants are: [NH2:1][C:2]1[C:3]([OH:26])=[N:4][C:5]([C:8]2[N:9]=[C:10]([C:21]3([CH3:25])[CH2:24][O:23][CH2:22]3)[NH:11][C:12]=2[C:13]2[CH:18]=[CH:17][C:16]([F:19])=[CH:15][C:14]=2[F:20])=[CH:6][CH:7]=1.[N:27]([C@@H:30]([CH3:35])[CH2:31][CH2:32][O:33][CH3:34])=[C:28]=S.C(N=C=NC(C)C)(C)C. Given the product [F:20][C:14]1[CH:15]=[C:16]([F:19])[CH:17]=[CH:18][C:13]=1[C:12]1[NH:11][C:10]([C:21]2([CH3:25])[CH2:22][O:23][CH2:24]2)=[N:9][C:8]=1[C:5]1[N:4]=[C:3]2[O:26][C:28]([NH:27][C@@H:30]([CH3:35])[CH2:31][CH2:32][O:33][CH3:34])=[N:1][C:2]2=[CH:7][CH:6]=1, predict the reactants needed to synthesize it. (2) The reactants are: [CH3:1][O:2][C:3](=[O:17])[C:4]([N:14]=[N+]=[N-])=[CH:5][C:6]1[CH:11]=[CH:10][C:9]([F:12])=[C:8]([Cl:13])[CH:7]=1. Given the product [CH3:1][O:2][C:3]([C:4]1[NH:14][C:11]2[C:6]([CH:5]=1)=[CH:7][C:8]([Cl:13])=[C:9]([F:12])[CH:10]=2)=[O:17], predict the reactants needed to synthesize it. (3) Given the product [OH:21]/[N:20]=[C:1](/[C:3]1[CH:4]=[CH:5][C:6]([NH:9][C@H:10]2[CH2:14][CH2:13][C@@H:12]([C:15]([O:17][CH2:18][CH3:19])=[O:16])[CH2:11]2)=[CH:7][CH:8]=1)\[NH2:2], predict the reactants needed to synthesize it. The reactants are: [C:1]([C:3]1[CH:8]=[CH:7][C:6]([NH:9][C@H:10]2[CH2:14][CH2:13][C@@H:12]([C:15]([O:17][CH2:18][CH3:19])=[O:16])[CH2:11]2)=[CH:5][CH:4]=1)#[N:2].[NH2:20][OH:21]. (4) Given the product [CH3:41][N:17]1[C:16]([C:4]2[CH:5]=[N:1][NH:2][CH:3]=2)=[N:24][C:23]2[C:18]1=[N:19][CH:20]=[N:21][C:22]=2[N:25]1[CH2:26][CH2:27][CH:28]([N:31]2[C:35]3[CH:36]=[CH:37][CH:38]=[CH:39][C:34]=3[NH:33][C:32]2=[O:40])[CH2:29][CH2:30]1, predict the reactants needed to synthesize it. The reactants are: [NH:1]1[CH:5]=[C:4](B2OC(C)(C)C(C)(C)O2)[CH:3]=[N:2]1.Br[C:16]1[N:17]([CH3:41])[C:18]2[C:23]([N:24]=1)=[C:22]([N:25]1[CH2:30][CH2:29][CH:28]([N:31]3[C:35]4[CH:36]=[CH:37][CH:38]=[CH:39][C:34]=4[NH:33][C:32]3=[O:40])[CH2:27][CH2:26]1)[N:21]=[CH:20][N:19]=2.P([O-])([O-])([O-])=O.[K+].[K+].[K+]. (5) Given the product [Cl:17][C:18]1[CH:19]=[CH:20][C:21]([C:24]2[O:32][C:31]3[CH:30]=[CH:29][N:28]([C:2]4[CH:14]=[CH:13][C:5]([O:6][CH2:7][CH2:8][CH2:9][C:10]([NH2:12])=[O:11])=[C:4]([O:15][CH3:16])[CH:3]=4)[C:27](=[O:33])[C:26]=3[CH:25]=2)=[CH:22][CH:23]=1, predict the reactants needed to synthesize it. The reactants are: Br[C:2]1[CH:14]=[CH:13][C:5]([O:6][CH2:7][CH2:8][CH2:9][C:10]([NH2:12])=[O:11])=[C:4]([O:15][CH3:16])[CH:3]=1.[Cl:17][C:18]1[CH:23]=[CH:22][C:21]([C:24]2[O:32][C:31]3[CH:30]=[CH:29][NH:28][C:27](=[O:33])[C:26]=3[CH:25]=2)=[CH:20][CH:19]=1.C(=O)([O-])[O-].[K+].[K+].CN[C@@H]1CCCC[C@H]1NC. (6) The reactants are: [C:1]([C:4]1[CH:5]=[C:6]([C:18]2[N:22]([CH2:23][CH:24]3[CH2:29][CH2:28][CH2:27][CH2:26][CH2:25]3)[C:21]([CH3:30])=[C:20]([C:31]([NH:33][CH:34]3[CH2:39][CH2:38][O:37][CH2:36][CH2:35]3)=[O:32])[CH:19]=2)[CH:7]=[CH:8][C:9]=1[C:10]1[N:14]([CH:15]([CH3:17])[CH3:16])[N:13]=[CH:12][CH:11]=1)(=[O:3])[CH3:2].[CH3:40][Mg+].[Br-].[NH4+].[Cl-]. Given the product [CH:24]1([CH2:23][N:22]2[C:18]([C:6]3[CH:7]=[CH:8][C:9]([C:10]4[N:14]([CH:15]([CH3:16])[CH3:17])[N:13]=[CH:12][CH:11]=4)=[C:4]([C:1]([OH:3])([CH3:40])[CH3:2])[CH:5]=3)=[CH:19][C:20]([C:31]([NH:33][CH:34]3[CH2:35][CH2:36][O:37][CH2:38][CH2:39]3)=[O:32])=[C:21]2[CH3:30])[CH2:29][CH2:28][CH2:27][CH2:26][CH2:25]1, predict the reactants needed to synthesize it. (7) Given the product [CH3:17][C:18]1[CH:25]=[CH:24][C:23]([CH3:26])=[CH:22][C:19]=1[CH2:20][O:1][CH:2]1[CH2:3][CH2:4][N:5]([C:8]([O:10][C:11]([CH3:14])([CH3:13])[CH3:12])=[O:9])[CH2:6][CH2:7]1, predict the reactants needed to synthesize it. The reactants are: [OH:1][CH:2]1[CH2:7][CH2:6][N:5]([C:8]([O:10][C:11]([CH3:14])([CH3:13])[CH3:12])=[O:9])[CH2:4][CH2:3]1.[H-].[Na+].[CH3:17][C:18]1[CH:25]=[CH:24][C:23]([CH3:26])=[CH:22][C:19]=1[CH2:20]Cl.O. (8) Given the product [CH3:1][O:2][C:3]1[CH:8]=[CH:7][C:6]([C:9]2[O:13][C:12]([C:14]3[S:15][CH:16]=[CH:17][CH:18]=3)=[N:11][C:10]=2[C:19]([NH2:29])=[O:21])=[CH:5][CH:4]=1, predict the reactants needed to synthesize it. The reactants are: [CH3:1][O:2][C:3]1[CH:8]=[CH:7][C:6]([C:9]2[O:13][C:12]([C:14]3[S:15][CH:16]=[CH:17][CH:18]=3)=[N:11][C:10]=2[C:19]([OH:21])=O)=[CH:5][CH:4]=1.O.OC1C2N=N[NH:29]C=2C=CC=1.N.O1CCOCC1.Cl.CN(C)CCCN=C=NCC.